This data is from Reaction yield outcomes from USPTO patents with 853,638 reactions. The task is: Predict the reaction yield, written as a fraction of the theoretical maximum amount of product (1.0 means a 100% yield; for example, 0.34 means a 34% yield). (1) The reactants are [CH2:1]([N:3]=[C:4]=[O:5])[CH3:2].[N:6]1([CH2:11][CH2:12][CH2:13][NH2:14])[CH2:10][CH2:9][CH2:8][CH2:7]1. The catalyst is C(Cl)(Cl)Cl. The product is [CH2:1]([NH:3][C:4]([NH:14][CH2:13][CH2:12][CH2:11][N:6]1[CH2:10][CH2:9][CH2:8][CH2:7]1)=[O:5])[CH3:2]. The yield is 0.964. (2) The reactants are [S-2].[Na+].[Na+].C[Si](Cl)(C)C.[C:9]([C:11]1[CH:12]=[C:13]([CH:40]=[CH:41][CH:42]=1)[C:14]([NH:16][C:17]1[N:18]=[N:19][C:20]([N:23]2[C:27]([C:28]([F:31])([F:30])[F:29])=[CH:26][C:25]([C:32]3[CH:33]=[N:34][C:35]([O:38]C)=[CH:36][CH:37]=3)=[N:24]2)=[CH:21][CH:22]=1)=[O:15])#[N:10]. The catalyst is CN1CN(C)C(=O)C1.O. The product is [C:9]([C:11]1[CH:12]=[C:13]([CH:40]=[CH:41][CH:42]=1)[C:14]([NH:16][C:17]1[N:18]=[N:19][C:20]([N:23]2[C:27]([C:28]([F:29])([F:31])[F:30])=[CH:26][C:25]([C:32]3[CH:37]=[CH:36][C:35](=[O:38])[NH:34][CH:33]=3)=[N:24]2)=[CH:21][CH:22]=1)=[O:15])#[N:10]. The yield is 0.0700. (3) The reactants are [Cl:1][C:2]1[C:3]([O:12][C:13]2[CH:18]=[C:17]([O:19][CH2:20][CH2:21][O:22][CH3:23])[CH:16]=[CH:15][C:14]=2[CH2:24][OH:25])=[N:4][CH:5]=[C:6]([C:8]([F:11])([F:10])[F:9])[CH:7]=1.Cl[S:27]([N:30]=[C:31]=[O:32])(=[O:29])=[O:28].[CH2:33]([NH2:39])[CH2:34][CH2:35][CH2:36][CH2:37][CH3:38].Cl. The catalyst is C1(C)C=CC=CC=1.C(OCC)(=O)C.N1C=CC=CC=1. The product is [CH2:33]([NH:39][S:27]([NH:30][C:31](=[O:32])[O:25][CH2:24][C:14]1[CH:15]=[CH:16][C:17]([O:19][CH2:20][CH2:21][O:22][CH3:23])=[CH:18][C:13]=1[O:12][C:3]1[C:2]([Cl:1])=[CH:7][C:6]([C:8]([F:9])([F:11])[F:10])=[CH:5][N:4]=1)(=[O:29])=[O:28])[CH2:34][CH2:35][CH2:36][CH2:37][CH3:38]. The yield is 0.0900. (4) The reactants are [Cl:1][C:2]1[CH:7]=[C:6](Cl)[N:5]=[CH:4][N:3]=1.[C:9]([O:12][CH2:13][CH3:14])(=O)[CH3:10].[Cl-].[NH4+].[CH3:17]C(N(C)C)=O. The catalyst is [Cu]I.C1C=CC(P(C2C=CC=CC=2)[C-]2C=CC=C2)=CC=1.C1C=CC(P(C2C=CC=CC=2)[C-]2C=CC=C2)=CC=1.Cl[Pd]Cl.[Fe+2].[Zn]. The product is [Cl:1][C:2]1[CH:7]=[C:6]([CH:17]2[CH2:14][CH2:13][O:12][CH2:9][CH2:10]2)[N:5]=[CH:4][N:3]=1. The yield is 0.140. (5) The reactants are [Br:1][C:2]1[CH:18]=[CH:17][C:5]2[C:6]3[N:7]=[C:8](C(O)=O)[S:9][C:10]=3[CH2:11][CH2:12][O:13][C:4]=2[CH:3]=1.C([N:21](CC)CC)C.C1(P(N=[N+]=[N-])(C2C=CC=CC=2)=O)C=CC=CC=1. The catalyst is C(O)(C)(C)C. The product is [Br:1][C:2]1[CH:18]=[CH:17][C:5]2[C:6]3[N:7]=[C:8]([NH2:21])[S:9][C:10]=3[CH2:11][CH2:12][O:13][C:4]=2[CH:3]=1. The yield is 0.700. (6) The yield is 0.870. The reactants are C([O:3][C:4]([C:6]1[C:15](=[O:16])[C:14]2[C:9](=[CH:10][CH:11]=[CH:12][C:13]=2[OH:17])[NH:8][CH:7]=1)=[O:5])C. The product is [OH:17][C:13]1[CH:12]=[CH:11][CH:10]=[C:9]2[C:14]=1[C:15](=[O:16])[C:6]([C:4]([OH:5])=[O:3])=[CH:7][NH:8]2. The catalyst is [OH-].[Na+]. (7) The reactants are [NH2:1][C:2]1[S:3][C:4]2[CH2:15][CH2:14][CH2:13][CH2:12][C:5]=2[C:6]=1[C:7]([O:9]CC)=O.Cl.[CH3:17][C:18]#[N:19]. No catalyst specified. The product is [CH3:17][C:18]1[NH:19][C:7](=[O:9])[C:6]2[C:5]3[CH2:12][CH2:13][CH2:14][CH2:15][C:4]=3[S:3][C:2]=2[N:1]=1. The yield is 0.620.